This data is from Full USPTO retrosynthesis dataset with 1.9M reactions from patents (1976-2016). The task is: Predict the reactants needed to synthesize the given product. Given the product [CH2:15]([C:2]1[CH:7]=[CH:6][C:5]([S:8]([CH3:11])(=[O:10])=[O:9])=[CH:4][C:3]=1[N+:12]([O-:14])=[O:13])[CH3:16], predict the reactants needed to synthesize it. The reactants are: Br[C:2]1[CH:7]=[CH:6][C:5]([S:8]([CH3:11])(=[O:10])=[O:9])=[CH:4][C:3]=1[N+:12]([O-:14])=[O:13].[CH2:15](B(O)O)[CH3:16].C([O-])([O-])=O.[K+].[K+].CC(=O)OCC.